This data is from Full USPTO retrosynthesis dataset with 1.9M reactions from patents (1976-2016). The task is: Predict the reactants needed to synthesize the given product. The reactants are: [CH2:1]([N:3]([N:10]=O)C(N[N+]([O-])=O)=N)[CH3:2].[OH-].[K+].[NH2:14][C:15]1[N:19]([C@@H:20]2[O:26][C@H:25]([CH2:27][OH:28])[C@@H:23]([OH:24])[C@H:21]2[OH:22])[CH:18]=[N:17][C:16]=1[C:29]([NH2:31])=[O:30].O.O.[Sn](Cl)Cl. Given the product [N+:3](=[CH:1][CH3:2])=[N-:10].[NH2:14][C:15]1[N:19]([C@@H:20]2[O:26][C@H:25]([CH2:27][OH:28])[C@@H:23]([OH:24])[C@H:21]2[O:22][CH2:1][CH3:2])[CH:18]=[N:17][C:16]=1[C:29]([NH2:31])=[O:30], predict the reactants needed to synthesize it.